Dataset: Reaction yield outcomes from USPTO patents with 853,638 reactions. Task: Predict the reaction yield, written as a fraction of the theoretical maximum amount of product (1.0 means a 100% yield; for example, 0.34 means a 34% yield). (1) The reactants are [C:1]([O:5][C:6](=[O:14])[C:7]([CH2:12][OH:13])([CH2:10][OH:11])[CH:8]=[CH2:9])([CH3:4])([CH3:3])[CH3:2].N1C=CC=CC=1.Cl[C:22](Cl)([O:24]C(=O)OC(Cl)(Cl)Cl)Cl.[Cl-].[NH4+]. The catalyst is ClCCl. The product is [C:1]([O:5][C:6]([C:7]1([CH:8]=[CH2:9])[CH2:12][O:13][C:22](=[O:24])[O:11][CH2:10]1)=[O:14])([CH3:4])([CH3:2])[CH3:3]. The yield is 0.890. (2) The reactants are [Br:1][C:2]1[C:3]([N:20]2[CH2:25][CH2:24][N:23](C(NC3C=CC=CC=3)=O)[CH2:22][CH2:21]2)=[C:4]2[N:10]=[C:9]([C:11]3[CH:16]=[CH:15][C:14]([N:17]([CH3:19])C)=CC=3)[NH:8][C:5]2=[N:6][CH:7]=1.NC1C([N+]([O-])=O)=C(N2CCN([CH2:51][C:52]([NH:54][C:55]3[S:56][CH:57]=[CH:58][N:59]=3)=[O:53])CC2)C(Br)=CN=1.[O-]S(S([O-])=O)=O.[Na+].[Na+].N1C=CC=C(C=O)C=1. The catalyst is CN(C=O)C. The product is [Br:1][C:2]1[C:3]([N:20]2[CH2:25][CH2:24][N:23]([CH2:51][C:52]([NH:54][C:55]3[S:56][CH:57]=[CH:58][N:59]=3)=[O:53])[CH2:22][CH2:21]2)=[C:4]2[N:10]=[C:9]([C:11]3[CH:19]=[N:17][CH:14]=[CH:15][CH:16]=3)[NH:8][C:5]2=[N:6][CH:7]=1. The yield is 0.380. (3) The reactants are [O-:1][Mn](=O)(=O)=O.[K+].[Br:7][C:8]1[CH:13]=[CH:12][C:11]([CH3:14])=[CH:10][CH:9]=1.[OH2:15]. No catalyst specified. The product is [Br:7][C:8]1[CH:13]=[CH:12][C:11]([C:14]([OH:1])=[O:15])=[CH:10][CH:9]=1. The yield is 0.410. (4) The reactants are [CH3:1][O:2][C:3]1[CH:4]=[C:5]2[C:9](=[CH:10][CH:11]=1)[NH:8][C:7](=[O:12])[C:6]2=[CH:13][C:14]1[CH:22]=[C:21]2[C:17]([C:18](/[CH:23]=[CH:24]/[C:25]3[CH:26]=[N:27][C:28]([N:31]4[CH2:36][CH2:35][N:34]([CH3:37])[CH2:33][CH2:32]4)=[CH:29][CH:30]=3)=[N:19][NH:20]2)=[CH:16][CH:15]=1.[CH3:38]CN(CC)CC.CCOCC.C(Cl)Cl. The catalyst is C(Cl)(Cl)Cl.CO. The product is [CH3:1][O:2][C:3]1[CH:4]=[C:5]2[C:9](=[CH:10][CH:11]=1)[NH:8][C:7](=[O:12])[C@:6]12[CH2:38][C@@H:13]1[C:14]1[CH:22]=[C:21]2[C:17]([C:18](/[CH:23]=[CH:24]/[C:25]3[CH:26]=[N:27][C:28]([N:31]4[CH2:36][CH2:35][N:34]([CH3:37])[CH2:33][CH2:32]4)=[CH:29][CH:30]=3)=[N:19][NH:20]2)=[CH:16][CH:15]=1. The yield is 0.0400.